From a dataset of Full USPTO retrosynthesis dataset with 1.9M reactions from patents (1976-2016). Predict the reactants needed to synthesize the given product. Given the product [Cl:1][C:2]1[CH:7]=[C:6]([C:8]([F:11])([F:10])[F:9])[CH:5]=[CH:4][C:3]=1[O:12][C:13]1[CH:20]=[CH:19][C:16]([CH2:17][NH2:18])=[CH:15][CH:14]=1, predict the reactants needed to synthesize it. The reactants are: [Cl:1][C:2]1[CH:7]=[C:6]([C:8]([F:11])([F:10])[F:9])[CH:5]=[CH:4][C:3]=1[O:12][C:13]1[CH:20]=[CH:19][C:16]([C:17]#[N:18])=[CH:15][CH:14]=1.C1COCC1.[H-].[Al+3].[Li+].[H-].[H-].[H-].[OH-].[Na+].